From a dataset of Catalyst prediction with 721,799 reactions and 888 catalyst types from USPTO. Predict which catalyst facilitates the given reaction. (1) Reactant: [C:1]1([S:7]([N:10]([CH2:12][C:13]([OH:15])=O)[CH3:11])(=[O:9])=[O:8])[CH:6]=[CH:5][CH:4]=[CH:3][CH:2]=1.O.ON1C2C=CC=CC=2N=N1.Cl.CN(C)CCCN=C=NCC.[F:39][C:40]1[CH:45]=[CH:44][C:43]([C:46]2[C:47]([N:52]3[CH2:57][CH2:56][NH:55][CH2:54][CH2:53]3)=[N:48][CH:49]=[CH:50][N:51]=2)=[CH:42][CH:41]=1. Product: [F:39][C:40]1[CH:45]=[CH:44][C:43]([C:46]2[C:47]([N:52]3[CH2:53][CH2:54][N:55]([C:13](=[O:15])[CH2:12][N:10]([CH3:11])[S:7]([C:1]4[CH:2]=[CH:3][CH:4]=[CH:5][CH:6]=4)(=[O:8])=[O:9])[CH2:56][CH2:57]3)=[N:48][CH:49]=[CH:50][N:51]=2)=[CH:42][CH:41]=1. The catalyst class is: 4. (2) Reactant: [CH2:1]([O:3][C:4](=[O:9])[CH2:5][CH2:6][CH2:7]Br)[CH3:2].[OH:10][N:11]1[C:15](=[O:16])[C:14]2=[CH:17][CH:18]=[CH:19][CH:20]=[C:13]2[C:12]1=[O:21].CCN(C(C)C)C(C)C.[Cl-].[NH4+]. Product: [CH2:1]([O:3][C:4](=[O:9])[CH2:5][CH2:6][CH2:7][O:10][N:11]1[C:15](=[O:16])[C:14]2[C:13](=[CH:20][CH:19]=[CH:18][CH:17]=2)[C:12]1=[O:21])[CH3:2]. The catalyst class is: 9.